This data is from Forward reaction prediction with 1.9M reactions from USPTO patents (1976-2016). The task is: Predict the product of the given reaction. Given the reactants [N:1]1[C:10]2[C:5](=[CH:6][CH:7]=[CH:8][CH:9]=2)[CH:4]=[C:3](B(O)O)[CH:2]=1.[O-]P([O-])([O-])=O.[K+].[K+].[K+].C(Cl)Cl.[CH3:25][Si:26]([CH3:63])([CH3:62])[CH2:27][CH2:28][O:29][CH2:30][N:31]([CH2:54][O:55][CH2:56][CH2:57][Si:58]([CH3:61])([CH3:60])[CH3:59])[C:32]1[N:37]2[N:38]=[CH:39][C:40](I)=[C:36]2[N:35]=[C:34]([CH:42]2[CH2:47][CH2:46][CH:45]([CH2:48][C:49]([O:51][CH2:52][CH3:53])=[O:50])[CH2:44][CH2:43]2)[CH:33]=1, predict the reaction product. The product is: [CH3:61][Si:58]([CH3:59])([CH3:60])[CH2:57][CH2:56][O:55][CH2:54][N:31]([CH2:30][O:29][CH2:28][CH2:27][Si:26]([CH3:63])([CH3:62])[CH3:25])[C:32]1[N:37]2[N:38]=[CH:39][C:40]([C:3]3[CH:2]=[N:1][C:10]4[C:5]([CH:4]=3)=[CH:6][CH:7]=[CH:8][CH:9]=4)=[C:36]2[N:35]=[C:34]([CH:42]2[CH2:47][CH2:46][CH:45]([CH2:48][C:49]([O:51][CH2:52][CH3:53])=[O:50])[CH2:44][CH2:43]2)[CH:33]=1.